This data is from Catalyst prediction with 721,799 reactions and 888 catalyst types from USPTO. The task is: Predict which catalyst facilitates the given reaction. (1) Reactant: Cl.[O:2]1[CH2:7][CH2:6][CH:5]([C:8](=[NH:12])OCC)[CH2:4][CH2:3]1.CO[CH:15](OC)[CH2:16][NH2:17]. Product: [O:2]1[CH2:3][CH2:4][CH:5]([C:8]2[NH:12][CH:15]=[CH:16][N:17]=2)[CH2:6][CH2:7]1. The catalyst class is: 5. (2) Reactant: Cl[C:2]1[N:7]=[CH:6][N:5]=[C:4]([C:8]([O:10][CH2:11][CH3:12])=[O:9])[CH:3]=1.[NH:13]1[CH2:18][CH2:17][CH:16]([C:19]2[CH:20]([OH:29])[NH:21][C:22]3[C:27]([CH:28]=2)=[CH:26][CH:25]=[CH:24][CH:23]=3)[CH2:15][CH2:14]1.CCN(C(C)C)C(C)C.O. Product: [O:29]=[C:20]1[C:19]([CH:16]2[CH2:17][CH2:18][N:13]([C:2]3[N:7]=[CH:6][N:5]=[C:4]([C:8]([O:10][CH2:11][CH3:12])=[O:9])[CH:3]=3)[CH2:14][CH2:15]2)=[CH:28][C:27]2[C:22](=[CH:23][CH:24]=[CH:25][CH:26]=2)[NH:21]1. The catalyst class is: 3. (3) Reactant: [O:1]=[S:2]1(=[O:19])[CH2:6][C:5]2[CH:7]=[C:8]([CH2:11][C:12]([O:14]C(C)(C)C)=[O:13])[CH:9]=[CH:10][C:4]=2[NH:3]1.FC(F)(F)C(O)=O. Product: [O:1]=[S:2]1(=[O:19])[CH2:6][C:5]2[CH:7]=[C:8]([CH2:11][C:12]([OH:14])=[O:13])[CH:9]=[CH:10][C:4]=2[NH:3]1. The catalyst class is: 4. (4) Reactant: [CH3:1][N:2]1[CH:6]=[C:5]([C:7]2[CH:12]=[C:11]([N+:13]([O-])=O)[CH:10]=[CH:9][C:8]=2[CH3:16])[CH:4]=[N:3]1. Product: [CH3:16][C:8]1[CH:9]=[CH:10][C:11]([NH2:13])=[CH:12][C:7]=1[C:5]1[CH:4]=[N:3][N:2]([CH3:1])[CH:6]=1. The catalyst class is: 415. (5) Reactant: [CH3:1][N:2]1[C:6]([CH3:7])=[CH:5][C:4]([C:8]([OH:10])=O)=[N:3]1.C(N(CC)C(C)C)(C)C.F[P-](F)(F)(F)(F)F.N1(OC(N(C)C)=[N+](C)C)C2N=CC=CC=2N=N1.[NH2:44][C@@H:45]1[CH2:50][CH2:49][C@H:48]([N:51]2[C:56](=[O:57])[C:55]3[CH:58]=[C:59]([F:62])[CH:60]=[N:61][C:54]=3[N:53]([C:63]3[CH:64]=[C:65]([C:69]4[CH:74]=[CH:73][C:72]([OH:75])=[CH:71][C:70]=4[CH2:76][N:77]([CH3:79])[CH3:78])[CH:66]=[CH:67][CH:68]=3)[C:52]2=[O:80])[CH2:47][CH2:46]1. Product: [CH3:79][N:77]([CH2:76][C:70]1[CH:71]=[C:72]([OH:75])[CH:73]=[CH:74][C:69]=1[C:65]1[CH:66]=[CH:67][CH:68]=[C:63]([N:53]2[C:54]3[N:61]=[CH:60][C:59]([F:62])=[CH:58][C:55]=3[C:56](=[O:57])[N:51]([C@@H:48]3[CH2:49][CH2:50][C@H:45]([NH:44][C:8]([C:4]4[CH:5]=[C:6]([CH3:7])[N:2]([CH3:1])[N:3]=4)=[O:10])[CH2:46][CH2:47]3)[C:52]2=[O:80])[CH:64]=1)[CH3:78]. The catalyst class is: 18. (6) Reactant: [F:1][CH:2]([CH2:20][N:21]1[CH:25]=[C:24]([C:26](=[O:40])[NH:27][CH2:28][C:29]2[CH:34]=[CH:33][CH:32]=[C:31]([O:35][C:36]([F:39])([F:38])[F:37])[CH:30]=2)[N:23]=[N:22]1)[CH2:3][CH2:4][N:5]1[CH:10]=[CH:9][C:8]([NH:11]C(=O)OC(C)(C)C)=[N:7][C:6]1=[O:19]. Product: [NH2:11][C:8]1[CH:9]=[CH:10][N:5]([CH2:4][CH2:3][CH:2]([F:1])[CH2:20][N:21]2[CH:25]=[C:24]([C:26]([NH:27][CH2:28][C:29]3[CH:34]=[CH:33][CH:32]=[C:31]([O:35][C:36]([F:39])([F:37])[F:38])[CH:30]=3)=[O:40])[N:23]=[N:22]2)[C:6](=[O:19])[N:7]=1. The catalyst class is: 157. (7) Reactant: [F:1][C:2]1[CH:7]=[CH:6][C:5]([CH3:8])=[C:4](I)[CH:3]=1.[Li]C(CC)C.CCCCCC.C(=O)=O.[CH3:24][C:25]([CH3:27])=[O:26].B(F)(F)F. Product: [F:1][C:2]1[CH:7]=[CH:6][C:5]([CH3:8])=[C:4]([CH2:24][C@H:25]([OH:26])[CH3:27])[CH:3]=1. The catalyst class is: 1.